From a dataset of NCI-60 drug combinations with 297,098 pairs across 59 cell lines. Regression. Given two drug SMILES strings and cell line genomic features, predict the synergy score measuring deviation from expected non-interaction effect. (1) Drug 1: CC1=C2C(C(=O)C3(C(CC4C(C3C(C(C2(C)C)(CC1OC(=O)C(C(C5=CC=CC=C5)NC(=O)OC(C)(C)C)O)O)OC(=O)C6=CC=CC=C6)(CO4)OC(=O)C)O)C)O. Drug 2: CCN(CC)CCCC(C)NC1=C2C=C(C=CC2=NC3=C1C=CC(=C3)Cl)OC. Cell line: UO-31. Synergy scores: CSS=6.82, Synergy_ZIP=-1.32, Synergy_Bliss=0.552, Synergy_Loewe=-1.38, Synergy_HSA=-1.36. (2) Drug 1: C1=CN(C(=O)N=C1N)C2C(C(C(O2)CO)O)O.Cl. Drug 2: CC12CCC3C(C1CCC2O)C(CC4=C3C=CC(=C4)O)CCCCCCCCCS(=O)CCCC(C(F)(F)F)(F)F. Cell line: SW-620. Synergy scores: CSS=32.3, Synergy_ZIP=-5.51, Synergy_Bliss=0.463, Synergy_Loewe=-7.29, Synergy_HSA=0.722. (3) Drug 2: C1C(C(OC1N2C=NC3=C2NC=NCC3O)CO)O. Synergy scores: CSS=3.15, Synergy_ZIP=0.380, Synergy_Bliss=-1.15, Synergy_Loewe=-1.21, Synergy_HSA=-1.44. Drug 1: CC1=CC=C(C=C1)C2=CC(=NN2C3=CC=C(C=C3)S(=O)(=O)N)C(F)(F)F. Cell line: SN12C. (4) Synergy scores: CSS=16.9, Synergy_ZIP=-6.92, Synergy_Bliss=-3.65, Synergy_Loewe=-3.01, Synergy_HSA=-2.95. Drug 1: C1=NC2=C(N1)C(=S)N=CN2. Cell line: PC-3. Drug 2: CS(=O)(=O)OCCCCOS(=O)(=O)C. (5) Drug 1: C1CCC(C1)C(CC#N)N2C=C(C=N2)C3=C4C=CNC4=NC=N3. Drug 2: COC1=NC(=NC2=C1N=CN2C3C(C(C(O3)CO)O)O)N. Cell line: A549. Synergy scores: CSS=5.45, Synergy_ZIP=-0.128, Synergy_Bliss=1.09, Synergy_Loewe=-12.1, Synergy_HSA=-1.62. (6) Drug 1: CCCS(=O)(=O)NC1=C(C(=C(C=C1)F)C(=O)C2=CNC3=C2C=C(C=N3)C4=CC=C(C=C4)Cl)F. Drug 2: C1CCC(CC1)NC(=O)N(CCCl)N=O. Cell line: NCIH23. Synergy scores: CSS=5.90, Synergy_ZIP=-5.62, Synergy_Bliss=-0.832, Synergy_Loewe=-8.71, Synergy_HSA=-4.06. (7) Drug 1: C1=NC2=C(N1)C(=S)N=C(N2)N. Drug 2: C1CCC(C(C1)N)N.C(=O)(C(=O)[O-])[O-].[Pt+4]. Cell line: A549. Synergy scores: CSS=31.4, Synergy_ZIP=-5.09, Synergy_Bliss=-3.91, Synergy_Loewe=-9.10, Synergy_HSA=-1.89. (8) Drug 1: C1=CC(=C2C(=C1NCCNCCO)C(=O)C3=C(C=CC(=C3C2=O)O)O)NCCNCCO. Drug 2: CC(C1=C(C=CC(=C1Cl)F)Cl)OC2=C(N=CC(=C2)C3=CN(N=C3)C4CCNCC4)N. Cell line: UO-31. Synergy scores: CSS=29.5, Synergy_ZIP=-5.92, Synergy_Bliss=-0.345, Synergy_Loewe=-0.195, Synergy_HSA=1.91. (9) Drug 1: COC1=C(C=C2C(=C1)N=CN=C2NC3=CC(=C(C=C3)F)Cl)OCCCN4CCOCC4. Drug 2: C1C(C(OC1N2C=C(C(=O)NC2=O)F)CO)O. Cell line: SR. Synergy scores: CSS=63.0, Synergy_ZIP=3.07, Synergy_Bliss=0.158, Synergy_Loewe=-7.66, Synergy_HSA=3.78.